This data is from Forward reaction prediction with 1.9M reactions from USPTO patents (1976-2016). The task is: Predict the product of the given reaction. (1) Given the reactants ClC1C=C([C:9]2[N:13]3[C:14]4[N:22]=[C:21]([O:23][CH3:24])[CH:20]=[CH:19][C:15]=4[N:16]=[C:17]([CH3:18])[C:12]3=[C:11]([CH3:25])[N:10]=2)C=C(Cl)C=1.[Cl:26][C:27]1[CH:32]=[CH:31][C:30]([O:33][C:34]([F:37])([F:36])[F:35])=[CH:29][C:28]=1B(O)O, predict the reaction product. The product is: [Cl:26][C:27]1[CH:32]=[CH:31][C:30]([O:33][C:34]([F:37])([F:36])[F:35])=[CH:29][C:28]=1[C:9]1[N:13]2[C:14]3[N:22]=[C:21]([O:23][CH3:24])[CH:20]=[CH:19][C:15]=3[N:16]=[C:17]([CH3:18])[C:12]2=[C:11]([CH3:25])[N:10]=1. (2) Given the reactants Br[C:2]1[CH:3]=[N:4][CH:5]=[N:6][CH:7]=1.[NH2:8][C@@H:9]([C:13]([OH:15])=[O:14])[CH:10]([CH3:12])[CH3:11].CN(CCO)C.[O-]P([O-])([O-])=O.[K+].[K+].[K+].Cl.C(O)(C(F)(F)F)=O, predict the reaction product. The product is: [CH3:11][CH:10]([CH3:12])[C@@H:9]([NH:8][C:2]1[CH:3]=[N:4][CH:5]=[N:6][CH:7]=1)[C:13]([OH:15])=[O:14]. (3) Given the reactants C1(P(C2C=CC=CC=2)C2C=CC=CC=2)C=CC=CC=1.[N:20]([CH2:23][C:24]1[CH:29]=[CH:28][C:27]([F:30])=[CH:26][C:25]=1[I:31])=[N+]=[N-].O, predict the reaction product. The product is: [F:30][C:27]1[CH:28]=[CH:29][C:24]([CH2:23][NH2:20])=[C:25]([I:31])[CH:26]=1. (4) Given the reactants [CH3:1][O:2][C:3]1[CH:4]=[C:5]([CH:32]=[CH:33][C:34]=1[O:35][CH3:36])[CH2:6][CH:7]1[C:13]2[CH:14]=[C:15]([O:20][CH3:21])[C:16]([O:18][CH3:19])=[CH:17][C:12]=2[CH2:11][CH2:10][CH2:9][N:8]1[CH:22]([C:26]1[CH:31]=[CH:30][CH:29]=[CH:28][CH:27]=1)[C:23](O)=[O:24].[CH2:37]([O:39][CH2:40][CH2:41][CH2:42][NH2:43])[CH3:38], predict the reaction product. The product is: [CH3:1][O:2][C:3]1[CH:4]=[C:5]([CH:32]=[CH:33][C:34]=1[O:35][CH3:36])[CH2:6][CH:7]1[C:13]2[CH:14]=[C:15]([O:20][CH3:21])[C:16]([O:18][CH3:19])=[CH:17][C:12]=2[CH2:11][CH2:10][CH2:9][N:8]1[CH:22]([C:26]1[CH:31]=[CH:30][CH:29]=[CH:28][CH:27]=1)[C:23]([NH:43][CH2:42][CH2:41][CH2:40][O:39][CH2:37][CH3:38])=[O:24]. (5) Given the reactants [C:1]([NH:4][C:5]1[CH:6]=[C:7]([OH:11])[CH:8]=[CH:9][CH:10]=1)(=[O:3])[CH3:2].[Br:12][C:13]1[CH:14]=[C:15]([CH:23]=[CH:24][CH:25]=[O:26])[CH:16]=[C:17]([O:21][CH3:22])[C:18]=1[O:19][CH3:20].N1CC[O:30][CH2:29]C1, predict the reaction product. The product is: [Br:12][C:13]1[CH:14]=[C:15]([CH:23]2[C:8]3[C:7](=[CH:6][C:5]([NH:4][C:1](=[O:3])[CH3:2])=[CH:10][CH:9]=3)[O:11][CH:25]([OH:26])[CH2:24]2)[CH:16]=[C:17]([O:21][CH3:22])[C:18]=1[O:19][CH3:20].[CH3:29][OH:30]. (6) Given the reactants [CH3:1][NH:2][C:3]([NH2:5])=[O:4].[H-].[Na+].[CH:8]1([N:14]([CH:18]2[CH2:23][CH2:22][CH2:21][CH2:20][CH2:19]2)[C:15](Cl)=[O:16])[CH2:13][CH2:12][CH2:11][CH2:10][CH2:9]1.O, predict the reaction product. The product is: [CH:8]1([N:14]([CH:18]2[CH2:23][CH2:22][CH2:21][CH2:20][CH2:19]2)[C:15]([NH:5][C:3]([NH:2][CH3:1])=[O:4])=[O:16])[CH2:13][CH2:12][CH2:11][CH2:10][CH2:9]1. (7) Given the reactants [Cl:1][C:2]1[CH:7]=[CH:6][C:5]([C:8]2[CH:9]=[N:10][CH:11]=[C:12]3[C:17]=2[N:16]=[C:15]([C:18]([OH:20])=O)[CH:14]=[CH:13]3)=[CH:4][CH:3]=1.C(N(CC)C(C)C)(C)C.F[P-](F)(F)(F)(F)F.N1(OC(N(C)C)=[N+](C)C)C2N=CC=CC=2N=N1.[CH3:54][N:55]1[CH:59]=[C:58]([NH2:60])[CH:57]=[N:56]1, predict the reaction product. The product is: [Cl:1][C:2]1[CH:3]=[CH:4][C:5]([C:8]2[CH:9]=[N:10][CH:11]=[C:12]3[C:17]=2[N:16]=[C:15]([C:18]([NH:60][C:58]2[CH:57]=[N:56][N:55]([CH3:54])[CH:59]=2)=[O:20])[CH:14]=[CH:13]3)=[CH:6][CH:7]=1.